Task: Predict the reaction yield, written as a fraction of the theoretical maximum amount of product (1.0 means a 100% yield; for example, 0.34 means a 34% yield).. Dataset: Reaction yield outcomes from USPTO patents with 853,638 reactions (1) The reactants are [CH3:1][S:2]([N:5]1[CH2:10][CH2:9][C:8]2[N:11]([CH2:24][CH2:25][CH:26]=O)[N:12]=[C:13]([C:14]3[CH:19]=[CH:18][C:17]([C:20]([F:23])([F:22])[F:21])=[CH:16][CH:15]=3)[C:7]=2[CH2:6]1)(=[O:4])=[O:3].[N+:28]([C:31]1[CH:36]=[CH:35][CH:34]=[CH:33][C:32]=1[N:37]1[CH2:42][CH2:41][NH:40][CH2:39][CH2:38]1)([O-:30])=[O:29].CC(O)=O.[BH-](OC(C)=O)(OC(C)=O)OC(C)=O.[Na+].C([O-])(O)=O.[Na+]. The catalyst is C(Cl)Cl. The product is [CH3:1][S:2]([N:5]1[CH2:10][CH2:9][C:8]2[N:11]([CH2:24][CH2:25][CH2:26][N:40]3[CH2:41][CH2:42][N:37]([C:32]4[CH:33]=[CH:34][CH:35]=[CH:36][C:31]=4[N+:28]([O-:30])=[O:29])[CH2:38][CH2:39]3)[N:12]=[C:13]([C:14]3[CH:19]=[CH:18][C:17]([C:20]([F:23])([F:22])[F:21])=[CH:16][CH:15]=3)[C:7]=2[CH2:6]1)(=[O:4])=[O:3]. The yield is 0.710. (2) The reactants are [CH3:1][O:2][C:3]1[CH:4]=[C:5]2[C:10](=[CH:11][C:12]=1[O:13][CH3:14])[N:9]=[CH:8][CH:7]=[C:6]2[O:15][C:16]1[CH:22]=[CH:21][C:19]([NH2:20])=[CH:18][C:17]=1[F:23].C(O)C.[CH3:27][C:28]1[CH:33]=[CH:32][C:31]([C:34]([N:36]=[C:37]=[S:38])=[O:35])=[CH:30][CH:29]=1. The catalyst is C1(C)C=CC=CC=1. The product is [CH3:1][O:2][C:3]1[CH:4]=[C:5]2[C:10](=[CH:11][C:12]=1[O:13][CH3:14])[N:9]=[CH:8][CH:7]=[C:6]2[O:15][C:16]1[CH:22]=[CH:21][C:19]([NH:20][C:37]([NH:36][C:34](=[O:35])[C:31]2[CH:32]=[CH:33][C:28]([CH3:27])=[CH:29][CH:30]=2)=[S:38])=[CH:18][C:17]=1[F:23]. The yield is 0.980. (3) The reactants are C[O-].[Na+].[C:4](=O)(OC)[O:5][C:6]1[CH:11]=[CH:10][C:9]([O:12][CH3:13])=[C:8]([CH:14]=[O:15])[CH:7]=1.C([O-])([O-])=O.[K+].[K+].[CH:25]1[CH:30]=[CH:29][C:28](CBr)=[CH:27][CH:26]=1. The catalyst is CO.O. The product is [CH2:4]([O:5][C:6]1[CH:11]=[CH:10][C:9]([O:12][CH3:13])=[C:8]([CH:7]=1)[CH:14]=[O:15])[C:25]1[CH:30]=[CH:29][CH:28]=[CH:27][CH:26]=1. The yield is 0.980. (4) The reactants are [NH2:1][C:2]1[CH:7]=[CH:6][C:5]([C:8]2[C:16]3[C:11](=[N:12][CH:13]=[N:14][C:15]=3[NH2:17])[N:10]([CH:18]3[CH2:23][CH2:22][N:21]([CH:24]4[CH2:29][CH2:28][N:27]([CH3:30])[CH2:26][CH2:25]4)[CH2:20][CH2:19]3)[N:9]=2)=[CH:4][C:3]=1[O:31][CH3:32].[C:33]1([C@@H:39]([CH3:44])[CH2:40][C:41](Cl)=[O:42])[CH:38]=[CH:37][CH:36]=[CH:35][CH:34]=1.[OH-].[Na+]. The catalyst is N1C=CC=CC=1.ClCCl. The product is [OH-:31].[NH4+:1].[NH2:17][C:15]1[N:14]=[CH:13][N:12]=[C:11]2[N:10]([CH:18]3[CH2:23][CH2:22][N:21]([CH:24]4[CH2:29][CH2:28][N:27]([CH3:30])[CH2:26][CH2:25]4)[CH2:20][CH2:19]3)[N:9]=[C:8]([C:5]3[CH:6]=[CH:7][C:2]([NH:1][C:41](=[O:42])[CH2:40][C@@H:39]([C:33]4[CH:38]=[CH:37][CH:36]=[CH:35][CH:34]=4)[CH3:44])=[C:3]([O:31][CH3:32])[CH:4]=3)[C:16]=12. The yield is 0.0200. (5) The reactants are [CH3:1][O:2][C:3](=[O:27])/[C:4](/[C:11]1[CH:16]=[CH:15][C:14]([N:17]2[C:21]([CH3:22])=[N:20][N:19]=[N:18]2)=[C:13]([C:23]([F:26])([F:25])[F:24])[CH:12]=1)=[CH:5]/[CH:6]1[CH2:10][CH2:9][CH2:8][CH2:7]1.[BH4-].[Na+]. The catalyst is CO.O.O.O.O.O.O.[Ni](Cl)Cl. The product is [CH3:1][O:2][C:3](=[O:27])[CH:4]([C:11]1[CH:16]=[CH:15][C:14]([N:17]2[C:21]([CH3:22])=[N:20][N:19]=[N:18]2)=[C:13]([C:23]([F:25])([F:24])[F:26])[CH:12]=1)[CH2:5][CH:6]1[CH2:10][CH2:9][CH2:8][CH2:7]1. The yield is 0.990. (6) The reactants are [F:1][C:2]1[C:3]([NH:12][C:13]2[CH:18]=[CH:17][C:16]([C:19]#[CH:20])=[CH:15][C:14]=2[F:21])=[C:4]([CH:8]=[CH:9][C:10]=1[F:11])[C:5]([OH:7])=O.C(N1C=CN=C1)(N1C=CN=C1)=O.[N-]1C=CN=C1.[NH2:39][O:40][CH2:41][CH2:42][OH:43]. The catalyst is C1COCC1. The product is [C:19]([C:16]1[CH:17]=[CH:18][C:13]([NH:12][C:3]2[C:2]([F:1])=[C:10]([F:11])[CH:9]=[CH:8][C:4]=2[C:5]([NH:39][O:40][CH2:41][CH2:42][OH:43])=[O:7])=[C:14]([F:21])[CH:15]=1)#[CH:20]. The yield is 0.550.